Predict the product of the given reaction. From a dataset of Forward reaction prediction with 1.9M reactions from USPTO patents (1976-2016). (1) Given the reactants Cl[CH2:2][C:3]([C:5]1[CH:6]=[CH:7][CH:8]=[C:9]2[C:14]=1[N:13]=[CH:12][CH:11]=[CH:10]2)=[O:4].[N-:15]=[N+:16]=[N-:17].[Na+], predict the reaction product. The product is: [N:15]([CH2:2][C:3]([C:5]1[CH:6]=[CH:7][CH:8]=[C:9]2[C:14]=1[N:13]=[CH:12][CH:11]=[CH:10]2)=[O:4])=[N+:16]=[N-:17]. (2) The product is: [CH3:18][N:19]([CH3:24])[CH2:20][CH:21]([NH:23][C:8]1[CH:9]=[CH:10][C:5]([C:4]([N:3]([CH2:16][CH3:17])[CH2:1][CH3:2])=[O:15])=[CH:6][C:7]=1[N+:12]([O-:14])=[O:13])[CH3:22]. Given the reactants [CH2:1]([N:3]([CH2:16][CH3:17])[C:4](=[O:15])[C:5]1[CH:10]=[CH:9][C:8](F)=[C:7]([N+:12]([O-:14])=[O:13])[CH:6]=1)[CH3:2].[CH3:18][N:19]([CH3:24])[CH2:20][CH:21]([NH2:23])[CH3:22].CCN(C(C)C)C(C)C, predict the reaction product. (3) Given the reactants [CH3:1][O:2][C:3](=[O:13])[CH2:4][C:5]1[CH:10]=[CH:9][CH:8]=[C:7]([CH2:11]Br)[CH:6]=1.I([O-])(=O)(=O)=[O:15].[Na+], predict the reaction product. The product is: [CH3:1][O:2][C:3](=[O:13])[CH2:4][C:5]1[CH:10]=[CH:9][CH:8]=[C:7]([CH:11]=[O:15])[CH:6]=1. (4) The product is: [N:1]1([C:7]2[N:12]=[C:11]([C:13]#[N:15])[CH:10]=[CH:9][CH:8]=2)[CH2:2][CH2:3][O:4][CH2:5][CH2:6]1. Given the reactants [N:1]1([C:7]2[N:12]=[C:11]([C:13]([NH2:15])=O)[CH:10]=[CH:9][CH:8]=2)[CH2:6][CH2:5][O:4][CH2:3][CH2:2]1.C(N(CC)CC)C.FC(F)(F)C(OC(=O)C(F)(F)F)=O.C(=O)(O)[O-].[Na+], predict the reaction product. (5) Given the reactants B.[Cl:2][C:3]1[CH:8]=[CH:7][C:6]([CH2:9][CH2:10][C:11](O)=[O:12])=[CH:5][C:4]=1[F:14], predict the reaction product. The product is: [Cl:2][C:3]1[CH:8]=[CH:7][C:6]([CH2:9][CH2:10][CH2:11][OH:12])=[CH:5][C:4]=1[F:14]. (6) Given the reactants [CH2:1]([C:4]1[CH:9]=[CH:8][C:7]([C:10]2[CH:15]=[CH:14][C:13](Br)=[CH:12][CH:11]=2)=[C:6]([F:17])[CH:5]=1)[CH2:2][CH3:3].C([Li])CCC.[C:23](=[O:25])=[O:24].Cl, predict the reaction product. The product is: [F:17][C:6]1[CH:5]=[C:4]([CH2:1][CH2:2][CH3:3])[CH:9]=[CH:8][C:7]=1[C:10]1[CH:15]=[CH:14][C:13]([C:23]([OH:25])=[O:24])=[CH:12][CH:11]=1. (7) Given the reactants [Cl:1][C:2]1[CH:3]=[CH:4][C:5]([N:15]2[CH:19]=[C:18]([Cl:20])[N:17]=[N:16]2)=[C:6]([C:8]2[N:13]=[CH:12][N:11]=[C:10]([OH:14])[CH:9]=2)[CH:7]=1.CN(C(ON1N=NC2C=CC=NC1=2)=[N+](C)C)C.F[P-](F)(F)(F)(F)F.C1CCN2C(=NCCC2)CC1.N[C@@H:57]1[C:73]2[CH:74]=[C:69]([CH:70]=[C:71]([C:75]([NH2:77])=[O:76])[CH:72]=2)[C:68]2[N:67]([CH:78]([F:80])[F:79])[N:66]=[CH:65][C:64]=2[NH:63][C:62](=[O:81])[C@H:61]([CH3:82])[CH2:60][CH2:59][CH2:58]1, predict the reaction product. The product is: [Cl:1][C:2]1[CH:3]=[CH:4][C:5]([N:15]2[CH:19]=[C:18]([Cl:20])[N:17]=[N:16]2)=[C:6]([C:8]2[N:13]=[CH:12][N:11]([C@@H:57]3[C:73]4[CH:74]=[C:69]([CH:70]=[C:71]([C:75]([NH2:77])=[O:76])[CH:72]=4)[C:68]4[N:67]([CH:78]([F:80])[F:79])[N:66]=[CH:65][C:64]=4[NH:63][C:62](=[O:81])[C@H:61]([CH3:82])[CH2:60][CH2:59][CH2:58]3)[C:10](=[O:14])[CH:9]=2)[CH:7]=1.